From a dataset of Forward reaction prediction with 1.9M reactions from USPTO patents (1976-2016). Predict the product of the given reaction. (1) Given the reactants [OH:1][C:2]1[CH:3]=[C:4]([CH2:8][CH2:9][C:10]([OH:12])=[O:11])[CH:5]=[CH:6][CH:7]=1.Br[CH2:14][C:15]1[CH:20]=[CH:19][C:18]([Cl:21])=[C:17]([O:22][C:23]([F:26])([F:25])[F:24])[CH:16]=1, predict the reaction product. The product is: [Cl:21][C:18]1[CH:19]=[CH:20][C:15]([CH2:14][O:1][C:2]2[CH:3]=[C:4]([CH2:8][CH2:9][C:10]([OH:12])=[O:11])[CH:5]=[CH:6][CH:7]=2)=[CH:16][C:17]=1[O:22][C:23]([F:24])([F:26])[F:25]. (2) Given the reactants BrBr.[CH2:3]([CH:7]1[C:12]([C:13]2[CH:18]=[CH:17][CH:16]=[CH:15][CH:14]=2)=[N:11][NH:10][C:9](=[O:19])[CH2:8]1)[CH2:4][CH2:5][CH3:6], predict the reaction product. The product is: [CH2:3]([C:7]1[C:12]([C:13]2[CH:18]=[CH:17][CH:16]=[CH:15][CH:14]=2)=[N:11][NH:10][C:9](=[O:19])[CH:8]=1)[CH2:4][CH2:5][CH3:6]. (3) The product is: [F:1][C:2]1[CH:3]=[CH:4][C:5]([C:8]2[N:9]=[C:10]3[CH:15]=[C:14]([CH:16]4[CH2:21][CH2:20][N:19]([CH3:30])[CH2:18][CH2:17]4)[CH:13]=[CH:12][N:11]3[C:22]=2[C:23]2[CH:28]=[CH:27][N:26]=[C:25]([CH3:29])[N:24]=2)=[CH:6][CH:7]=1. Given the reactants [F:1][C:2]1[CH:7]=[CH:6][C:5]([C:8]2[N:9]=[C:10]3[CH:15]=[C:14]([CH:16]4[CH2:21][CH2:20][NH:19][CH2:18][CH2:17]4)[CH:13]=[CH:12][N:11]3[C:22]=2[C:23]2[CH:28]=[CH:27][N:26]=[C:25]([CH3:29])[N:24]=2)=[CH:4][CH:3]=1.[C:30](O)(=O)C.[BH3-]C#N.[Na+], predict the reaction product. (4) Given the reactants [CH2:1]([O:3][CH:4]([O:13][CH2:14][CH3:15])[C:5](=O)[CH2:6][C:7]([O:9]CC)=O)[CH3:2].[NH2:16][C:17]([NH2:19])=[S:18].C[O-].[Na+].[CH2:23](Br)[C:24]1[CH:29]=[CH:28][CH:27]=[CH:26][CH:25]=1, predict the reaction product. The product is: [CH2:14]([O:13][CH:4]([O:3][CH2:1][CH3:2])[C:5]1[NH:19][C:17]([S:18][CH2:23][C:24]2[CH:29]=[CH:28][CH:27]=[CH:26][CH:25]=2)=[N:16][C:7](=[O:9])[CH:6]=1)[CH3:15]. (5) Given the reactants CCN(C(C)C)C(C)C.[CH3:10][N:11]1[C:15]([C:16]2[CH:24]=[CH:23][C:19]([C:20]([OH:22])=O)=[CH:18][CH:17]=2)=[N:14][CH:13]=[N:12]1.[NH2:25][C@@H:26]([CH2:39][C:40]1[CH:45]=[CH:44][CH:43]=[CH:42][C:41]=1[C:46]([F:49])([F:48])[F:47])[CH2:27][N:28]1[C:36](=[O:37])[C:35]2[C:30](=[CH:31][CH:32]=[CH:33][CH:34]=2)[C:29]1=[O:38].C1CN([P+](Br)(N2CCCC2)N2CCCC2)CC1.F[P-](F)(F)(F)(F)F, predict the reaction product. The product is: [O:37]=[C:36]1[C:35]2[C:30](=[CH:31][CH:32]=[CH:33][CH:34]=2)[C:29](=[O:38])[N:28]1[CH2:27][C@@H:26]([NH:25][C:20](=[O:22])[C:19]1[CH:18]=[CH:17][C:16]([C:15]2[N:11]([CH3:10])[N:12]=[CH:13][N:14]=2)=[CH:24][CH:23]=1)[CH2:39][C:40]1[CH:45]=[CH:44][CH:43]=[CH:42][C:41]=1[C:46]([F:48])([F:47])[F:49].